This data is from Forward reaction prediction with 1.9M reactions from USPTO patents (1976-2016). The task is: Predict the product of the given reaction. Given the reactants [NH:1]1[C:5]2[CH:6]=[CH:7][CH:8]=[CH:9][C:4]=2[N:3]=[C:2]1[C@H:10]1[CH2:15][CH2:14][CH2:13][C@@H:12]([NH:16][C:17](=[O:25])[C:18]2[CH:23]=[CH:22][C:21](Cl)=[N:20][CH:19]=2)[CH2:11]1.[CH3:26][O:27][CH2:28][CH2:29][NH2:30], predict the reaction product. The product is: [NH:1]1[C:5]2[CH:6]=[CH:7][CH:8]=[CH:9][C:4]=2[N:3]=[C:2]1[C@H:10]1[CH2:15][CH2:14][CH2:13][C@@H:12]([NH:16][C:17](=[O:25])[C:18]2[CH:23]=[CH:22][C:21]([NH:30][CH2:29][CH2:28][O:27][CH3:26])=[N:20][CH:19]=2)[CH2:11]1.